From a dataset of Full USPTO retrosynthesis dataset with 1.9M reactions from patents (1976-2016). Predict the reactants needed to synthesize the given product. (1) Given the product [F:20][C:21]1[CH:22]=[C:23]([S:31]([N:9]2[CH2:10][CH2:11][C:6]3([C:2](=[O:12])[NH:3][CH2:4][CH2:5]3)[CH2:7][CH2:8]2)(=[O:32])=[O:33])[CH:24]=[C:25]([C:27]([F:29])([F:28])[F:30])[CH:26]=1, predict the reactants needed to synthesize it. The reactants are: Cl.[C:2]1(=[O:12])[C:6]2([CH2:11][CH2:10][NH:9][CH2:8][CH2:7]2)[CH2:5][CH2:4][NH:3]1.C(N(CC)CC)C.[F:20][C:21]1[CH:22]=[C:23]([S:31](Cl)(=[O:33])=[O:32])[CH:24]=[C:25]([C:27]([F:30])([F:29])[F:28])[CH:26]=1. (2) Given the product [CH:1]1([CH:7]([NH:18][C:19]2[CH:20]=[CH:21][C:22]([C:25]([NH:27][CH2:28][CH2:29][C:30]([OH:32])=[O:31])=[O:26])=[CH:23][CH:24]=2)[C:8]2[S:16][C:11]3=[N:12][CH:13]=[CH:14][CH:15]=[C:10]3[C:9]=2[CH3:17])[CH2:6][CH2:5][CH2:4][CH2:3][CH2:2]1, predict the reactants needed to synthesize it. The reactants are: [CH:1]1([CH:7]([NH:18][C:19]2[CH:24]=[CH:23][C:22]([C:25]([NH:27][CH2:28][CH2:29][C:30]([O:32]CC)=[O:31])=[O:26])=[CH:21][CH:20]=2)[C:8]2[S:16][C:11]3=[N:12][CH:13]=[CH:14][CH:15]=[C:10]3[C:9]=2[CH3:17])[CH2:6][CH2:5][CH2:4][CH2:3][CH2:2]1.O1CCCC1.[OH-].[Na+]. (3) Given the product [CH2:4]=[C:3]1[CH2:17][CH2:16][C:6]2([C:14]3[C:9](=[CH:10][CH:11]=[CH:12][CH:13]=3)[CH2:8][O:7]2)[CH2:1][C:2]1=[O:24], predict the reactants needed to synthesize it. The reactants are: [CH2:1]([Li])[CH2:2][CH2:3][CH3:4].[C:6]12(CCC(=O)[CH2:17][CH2:16]1)[C:14]1[C:9](=[CH:10][CH:11]=[CH:12][CH:13]=1)[C:8](=O)[O:7]2.[Cl-].[NH4+].[O:24]1CCCC1. (4) Given the product [Cl:1][C:2]1[CH:3]=[C:4]([C:9]([N:11]2[CH2:16][CH2:15][CH2:14][CH:13]([CH2:17][CH3:18])[CH2:12]2)=[O:10])[CH:5]=[N:6][C:7]=1[NH:19][C:20]1[CH:25]=[N:24][C:23]([O:26][CH3:27])=[CH:22][CH:21]=1, predict the reactants needed to synthesize it. The reactants are: [Cl:1][C:2]1[CH:3]=[C:4]([C:9]([N:11]2[CH2:16][CH2:15][CH2:14][CH:13]([CH2:17][CH3:18])[CH2:12]2)=[O:10])[CH:5]=[N:6][C:7]=1Cl.[NH2:19][C:20]1[CH:21]=[CH:22][C:23]([O:26][CH3:27])=[N:24][CH:25]=1.C1C=CC(P(C2C(C3C(P(C4C=CC=CC=4)C4C=CC=CC=4)=CC=C4C=3C=CC=C4)=C3C(C=CC=C3)=CC=2)C2C=CC=CC=2)=CC=1.C(=O)([O-])[O-].[K+].[K+]. (5) Given the product [CH3:13][O:14][C:15]1[CH:16]=[C:17]([CH:19]=[CH:20][CH:21]=1)[N:18]=[CH:11][C:9]1[N:10]=[C:4]2[CH:3]=[C:2]([CH3:1])[CH:7]=[CH:6][N:5]2[CH:8]=1, predict the reactants needed to synthesize it. The reactants are: [CH3:1][C:2]1[CH:7]=[CH:6][N:5]2[CH:8]=[C:9]([CH:11]=O)[N:10]=[C:4]2[CH:3]=1.[CH3:13][O:14][C:15]1[CH:16]=[C:17]([CH:19]=[CH:20][CH:21]=1)[NH2:18]. (6) Given the product [CH2:14]([N:11]1[C:6]2=[N:7][C:8]([CH2:9][CH3:10])=[C:3]([CH2:2][NH:1][C:36]([C:24]3[C:25]([C:33]([OH:35])=[O:34])=[CH:26][C:27]4[C:32]([CH:23]=3)=[CH:31][CH:30]=[CH:29][CH:28]=4)=[O:37])[C:4]([NH:16][CH:17]3[CH2:18][CH2:19][O:20][CH2:21][CH2:22]3)=[C:5]2[CH:13]=[N:12]1)[CH3:15], predict the reactants needed to synthesize it. The reactants are: [NH2:1][CH2:2][C:3]1[C:8]([CH2:9][CH3:10])=[N:7][C:6]2[N:11]([CH2:14][CH3:15])[N:12]=[CH:13][C:5]=2[C:4]=1[NH:16][CH:17]1[CH2:22][CH2:21][O:20][CH2:19][CH2:18]1.[CH:23]1[C:32]2[C:27](=[CH:28][CH:29]=[CH:30][CH:31]=2)[CH:26]=[C:25]([C:33]([OH:35])=[O:34])[C:24]=1[C:36](O)=[O:37].C1C=CC2N(O)N=NC=2C=1.C(Cl)CCl. (7) Given the product [Cl:1][C:2]1[CH:3]=[C:4]([C:8]2[N:13]=[C:12]3[CH2:14][CH2:15][CH2:16][C:11]3=[C:10]([NH:17][C:18]3[CH:19]=[CH:20][C:21]([CH2:24][CH2:25][OH:26])=[CH:22][CH:23]=3)[CH:9]=2)[CH:5]=[CH:6][CH:7]=1, predict the reactants needed to synthesize it. The reactants are: [Cl:1][C:2]1[CH:3]=[C:4]([C:8]2[N:13]=[C:12]3[CH2:14][CH2:15][CH2:16][C:11]3=[C:10]([NH:17][C:18]3[CH:23]=[CH:22][C:21]([CH2:24][C:25](OC)=[O:26])=[CH:20][CH:19]=3)[CH:9]=2)[CH:5]=[CH:6][CH:7]=1.[H-].[H-].[H-].[H-].[Li+].[Al+3].Cl.C([O-])(O)=O.[Na+].